From a dataset of Reaction yield outcomes from USPTO patents with 853,638 reactions. Predict the reaction yield, written as a fraction of the theoretical maximum amount of product (1.0 means a 100% yield; for example, 0.34 means a 34% yield). The reactants are [C:1]([CH:5]1[CH2:13][C:12]2[C:7](=[CH:8][CH:9]=[C:10]([NH:14][C:15]([C:17]3([C:20]4[CH:30]=[CH:29][C:23]5[O:24][C:25]([F:28])([F:27])[O:26][C:22]=5[CH:21]=4)[CH2:19][CH2:18]3)=[O:16])[CH:11]=2)[N:6]1[CH2:31][CH2:32]Cl)([CH3:4])([CH3:3])[CH3:2].[C-:34]#[N:35].[Na+].O. The product is [C:1]([CH:5]1[CH2:13][C:12]2[C:7](=[CH:8][CH:9]=[C:10]([NH:14][C:15]([C:17]3([C:20]4[CH:30]=[CH:29][C:23]5[O:24][C:25]([F:28])([F:27])[O:26][C:22]=5[CH:21]=4)[CH2:19][CH2:18]3)=[O:16])[CH:11]=2)[N:6]1[CH2:31][CH2:32][C:34]#[N:35])([CH3:4])([CH3:3])[CH3:2]. The catalyst is CCO. The yield is 0.480.